Dataset: Catalyst prediction with 721,799 reactions and 888 catalyst types from USPTO. Task: Predict which catalyst facilitates the given reaction. (1) Reactant: [CH2:1]([N:3]1[C:7]2=[N:8][C:9]([CH2:61][CH3:62])=[C:10]([CH2:19][N:20]([CH3:60])[C:21]([C:23]3[CH:24]=[C:25]([C:29]([NH:31][CH2:32][C:33]4[CH:34]=[CH:35][C:36]([F:59])=[C:37]([C:39]5[CH:44]=[CH:43][CH:42]=[C:41]([CH2:45][N:46]6[CH2:51][CH2:50][N:49](C(OC(C)(C)C)=O)[CH2:48][CH2:47]6)[CH:40]=5)[CH:38]=4)=[O:30])[CH:26]=[CH:27][CH:28]=3)=[O:22])[C:11]([NH:12][CH:13]3[CH2:18][CH2:17][O:16][CH2:15][CH2:14]3)=[C:6]2[CH:5]=[N:4]1)[CH3:2].C(O)(C(F)(F)F)=O.C([O-])(O)=O.[Na+]. Product: [CH2:1]([N:3]1[C:7]2=[N:8][C:9]([CH2:61][CH3:62])=[C:10]([CH2:19][N:20]([CH3:60])[C:21]([C:23]3[CH:28]=[CH:27][CH:26]=[C:25]([C:29]([NH:31][CH2:32][C:33]4[CH:38]=[C:37]([C:39]5[CH:44]=[CH:43][CH:42]=[C:41]([CH2:45][N:46]6[CH2:47][CH2:48][NH:49][CH2:50][CH2:51]6)[CH:40]=5)[C:36]([F:59])=[CH:35][CH:34]=4)=[O:30])[CH:24]=3)=[O:22])[C:11]([NH:12][CH:13]3[CH2:18][CH2:17][O:16][CH2:15][CH2:14]3)=[C:6]2[CH:5]=[N:4]1)[CH3:2]. The catalyst class is: 2. (2) The catalyst class is: 4. Reactant: ClC1C=[C:6]([O:8][CH3:9])[CH:5]=CN=1.Cl[C:11]1[CH:16]=[CH:15][CH:14]=[CH:13][N:12]=1.Cl.CC[O:20]CC. Product: [CH2:6]([O:8][C:9]([C@:13]1([NH2:12])[CH2:14][C@@H:15]1[CH:16]=[CH2:11])=[O:20])[CH3:5]. (3) Product: [C:6]([N:9]1[CH2:14][CH2:13][N:12]([CH2:15][CH2:16][O:17][C:46]2[CH:47]=[CH:48][C:43]([CH:40]3[CH2:39][CH2:38][N:37]([C:34]4[CH2:35][CH2:36][C:31]5[N:32]([C:28]([C:27]([F:51])([F:50])[F:26])=[N:29][N:30]=5)[N:33]=4)[CH2:42][CH2:41]3)=[CH:44][CH:45]=2)[CH2:11][C@H:10]1[CH3:18])(=[O:8])[CH3:7]. Reactant: CS(Cl)(=O)=O.[C:6]([N:9]1[CH2:14][CH2:13][N:12]([CH2:15][CH2:16][OH:17])[CH2:11][C@H:10]1[CH3:18])(=[O:8])[CH3:7].C(N(CC)CC)C.[F:26][C:27]([F:51])([F:50])[C:28]1[N:32]2[N:33]=[C:34]([N:37]3[CH2:42][CH2:41][CH:40]([C:43]4[CH:48]=[CH:47][C:46](O)=[CH:45][CH:44]=4)[CH2:39][CH2:38]3)[CH2:35][CH2:36][C:31]2=[N:30][N:29]=1.C(=O)([O-])[O-].[K+].[K+]. The catalyst class is: 59. (4) Reactant: [N:1]#[C:2][NH2:3].CC(C)([O-])C.[K+].[F:10][C:11]1[CH:12]=[C:13]([CH:26]=[CH:27][C:28]=1[S:29][CH3:30])[CH2:14][N:15]1[C:23](=[O:24])[C:22]2[C:17](=[CH:18][CH:19]=[CH:20][CH:21]=2)[C:16]1=[O:25].BrN1C(=O)CCC1=O. Product: [F:10][C:11]1[CH:12]=[C:13]([CH:26]=[CH:27][C:28]=1[S:29]([CH3:30])=[N:1][C:2]#[N:3])[CH2:14][N:15]1[C:23](=[O:24])[C:22]2[C:17](=[CH:18][CH:19]=[CH:20][CH:21]=2)[C:16]1=[O:25]. The catalyst class is: 5. (5) Reactant: C(=O)([O-])[O-].[K+].N1CCCC(SC2C=C3C(=CC=2)C(N)=NC=C3)C1.[K+].[C:25]([O:29][C:30]([N:32]1[CH2:37][CH2:36][CH2:35][CH:34](OS(C)(=O)=O)[CH2:33]1)=[O:31])([CH3:28])([CH3:27])[CH3:26].[SH:43][C:44]1[CH:45]=[C:46]2[C:51](=[CH:52][CH:53]=1)[C:50]([NH:54][C:55](=[O:62])[C:56]1[CH:61]=[CH:60][CH:59]=[CH:58][CH:57]=1)=[N:49][CH:48]=[CH:47]2. Product: [C:25]([O:29][C:30]([N:32]1[CH2:37][CH2:36][CH2:35][CH:34]([S:43][C:44]2[CH:45]=[C:46]3[C:51](=[CH:52][CH:53]=2)[C:50]([NH:54][C:55](=[O:62])[C:56]2[CH:61]=[CH:60][CH:59]=[CH:58][CH:57]=2)=[N:49][CH:48]=[CH:47]3)[CH2:33]1)=[O:31])([CH3:26])([CH3:27])[CH3:28]. The catalyst class is: 3. (6) Reactant: [Br:1][C:2]1[CH:30]=[CH:29][C:5]([CH2:6][C@@H:7]([C:26]([OH:28])=O)[NH:8][C:9]([C@H:11]2[CH2:16][CH2:15][C@H:14]([CH2:17][NH:18][C:19]([O:21][C:22]([CH3:25])([CH3:24])[CH3:23])=[O:20])[CH2:13][CH2:12]2)=[O:10])=[CH:4][CH:3]=1.[NH2:31][C:32]1[CH:37]=[CH:36][C:35]([C:38]2[NH:42][N:41]=[C:40]([C:43]([F:51])([F:50])[C:44]([F:49])([F:48])[C:45]([OH:47])=[O:46])[N:39]=2)=[CH:34][CH:33]=1.C(N(CC)C(C)C)(C)C.C(P1(=O)OP(=O)(CCC)OP(=O)(CCC)O1)CC. Product: [Br:1][C:2]1[CH:30]=[CH:29][C:5]([CH2:6][C@@H:7]([C:26]([NH:31][C:32]2[CH:33]=[CH:34][C:35]([C:38]3[NH:42][N:41]=[C:40]([C:43]([F:51])([F:50])[C:44]([F:49])([F:48])[C:45]([OH:47])=[O:46])[N:39]=3)=[CH:36][CH:37]=2)=[O:28])[NH:8][C:9]([C@H:11]2[CH2:16][CH2:15][C@H:14]([CH2:17][NH:18][C:19]([O:21][C:22]([CH3:23])([CH3:25])[CH3:24])=[O:20])[CH2:13][CH2:12]2)=[O:10])=[CH:4][CH:3]=1. The catalyst class is: 84. (7) Reactant: Cl.Cl.[NH:3]1[C:12]2[C:7](=[CH:8][CH:9]=[CH:10][CH:11]=2)[CH:6]([NH:13][O:14][CH2:15][C:16]([O:18][CH2:19][CH:20]=[CH2:21])=[O:17])[CH2:5][NH:4]1.C(N(CC)CC)C.[O:29]=[C:30](Cl)OC(Cl)(Cl)Cl.CN(C1C=CC=CN=1)C. Product: [O:29]=[C:30]1[N:13]([O:14][CH2:15][C:16]([O:18][CH2:19][CH:20]=[CH2:21])=[O:17])[CH:6]2[CH2:5][N:4]1[NH:3][C:12]1[CH:11]=[CH:10][CH:9]=[CH:8][C:7]=12. The catalyst class is: 10.